This data is from Reaction yield outcomes from USPTO patents with 853,638 reactions. The task is: Predict the reaction yield, written as a fraction of the theoretical maximum amount of product (1.0 means a 100% yield; for example, 0.34 means a 34% yield). (1) The reactants are Cl.[CH3:2][O:3][C:4](=[O:10])[CH2:5][CH2:6][CH2:7][NH:8][CH3:9].[C:11]1([C:32]2[CH:37]=[CH:36][CH:35]=[CH:34][CH:33]=2)[CH:16]=[CH:15][CH:14]=[CH:13][C:12]=1[NH:17][C:18]([O:20][CH:21]1[CH2:26][CH2:25][N:24]([CH2:27][CH2:28][C:29](O)=[O:30])[CH2:23][CH2:22]1)=[O:19].F[P-](F)(F)(F)(F)F.C[N+](C)=C(N(C)C)ON1C2N=CC=CC=2N=N1.C(N(CC)C(C)C)(C)C. The catalyst is C(Cl)Cl.O. The product is [CH3:2][O:3][C:4](=[O:10])[CH2:5][CH2:6][CH2:7][NH:8][CH2:9][C:29](=[O:30])[CH2:28][CH2:27][N:24]1[CH2:25][CH2:26][CH:21]([O:20][C:18](=[O:19])[NH:17][C:12]2[CH:13]=[CH:14][CH:15]=[CH:16][C:11]=2[C:32]2[CH:33]=[CH:34][CH:35]=[CH:36][CH:37]=2)[CH2:22][CH2:23]1. The yield is 1.00. (2) The reactants are C(O)(C(F)(F)F)=O.[N:8]1[CH:13]=[CH:12][CH:11]=[C:10]([NH:14][C:15]([C:17]2[C:25]3[C:20](=[CH:21][CH:22]=[C:23]([C:26]4[CH:27]=[N:28][CH:29]=[CH:30][CH:31]=4)[CH:24]=3)[N:19](C3CCCCO3)[N:18]=2)=[O:16])[CH:9]=1.C([SiH](CC)CC)C. The catalyst is C(Cl)Cl. The product is [N:8]1[CH:13]=[CH:12][CH:11]=[C:10]([NH:14][C:15]([C:17]2[C:25]3[C:20](=[CH:21][CH:22]=[C:23]([C:26]4[CH:27]=[N:28][CH:29]=[CH:30][CH:31]=4)[CH:24]=3)[NH:19][N:18]=2)=[O:16])[CH:9]=1. The yield is 0.820. (3) The reactants are [BH4-].[Na+].[CH3:3][C:4]([Si:7]([CH3:31])([CH3:30])[O:8][CH2:9][CH2:10][CH:11]([C:19](=[O:29])[CH2:20][CH2:21][C:22]1[CH:27]=[CH:26][C:25]([I:28])=[CH:24][CH:23]=1)[C:12]([O:14][C:15]([CH3:18])([CH3:17])[CH3:16])=[O:13])([CH3:6])[CH3:5]. The catalyst is CO. The product is [CH3:6][C:4]([Si:7]([CH3:30])([CH3:31])[O:8][CH2:9][CH2:10][CH:11]([CH:19]([OH:29])[CH2:20][CH2:21][C:22]1[CH:27]=[CH:26][C:25]([I:28])=[CH:24][CH:23]=1)[C:12]([O:14][C:15]([CH3:16])([CH3:17])[CH3:18])=[O:13])([CH3:3])[CH3:5]. The yield is 0.680. (4) The reactants are [OH:1][CH:2]([C:13]1[C:18]([F:19])=[CH:17][CH:16]=[C:15]([F:20])[C:14]=1[F:21])[C:3]1[C:4]([CH3:12])=[CH:5][C:6]([C:9]([NH2:11])=[O:10])=[N:7][CH:8]=1.[CH3:22][S:23](Cl)(=[O:25])=[O:24].C(N(CC)CC)C.O. The catalyst is CN(C)C=O.C(OCC)(=O)C. The product is [CH3:22][S:23]([O:1][CH:2]([C:3]1[CH:8]=[N:7][C:6]([C:9](=[O:10])[NH2:11])=[CH:5][C:4]=1[CH3:12])[C:13]1[C:18]([F:19])=[CH:17][CH:16]=[C:15]([F:20])[C:14]=1[F:21])(=[O:25])=[O:24]. The yield is 0.520. (5) The reactants are COC1C=CC(C[N:8]2[C:12]3=[N:13][CH:14]=[C:15]4[C:19](=[O:20])[NH:18][C:17](=[O:21])[C:16]4=[C:11]3[CH:10]=[N:9]2)=CC=1.[CH2:24](O)[CH2:25][C:26]1[CH:31]=[CH:30][CH:29]=[CH:28][CH:27]=1.C1(P(C2C=CC=CC=2)C2C=CC=CC=2)C=CC=CC=1.N(C(OC(C)C)=O)=NC(OC(C)C)=O. The catalyst is O1CCCC1.FC(F)(F)C(O)=O. The product is [CH2:24]([N:18]1[C:19](=[O:20])[C:15]2[C:16](=[C:11]3[CH:10]=[N:9][NH:8][C:12]3=[N:13][CH:14]=2)[C:17]1=[O:21])[CH2:25][C:26]1[CH:31]=[CH:30][CH:29]=[CH:28][CH:27]=1. The yield is 0.130. (6) The reactants are [CH3:1][O-:2].[Na+].C([O:6][C:7]([C:9]1[CH:13]=[C:12]([C:14]2[CH:19]=[CH:18][CH:17]=[CH:16][N:15]=2)[N:11]([C:20]2[CH:25]=[CH:24][C:23](Br)=[CH:22][N:21]=2)[N:10]=1)=[O:8])C.O. The catalyst is CO.C1(C)C=CC=CC=1.[Cu]Br. The product is [CH3:1][O:2][C:23]1[CH:24]=[CH:25][C:20]([N:11]2[C:12]([C:14]3[CH:19]=[CH:18][CH:17]=[CH:16][N:15]=3)=[CH:13][C:9]([C:7]([OH:6])=[O:8])=[N:10]2)=[N:21][CH:22]=1. The yield is 0.710. (7) The reactants are [C:1]([C:3]1[CH:8]=[CH:7][CH:6]=[CH:5][C:4]=1[C:9]1[CH:14]=[CH:13][C:12]([CH2:15][C:16]2[C:17](=[O:39])[N:18]([C@H:28]3[CH2:31][C@H:30]([O:32][CH2:33]C(OCC)=O)[CH2:29]3)[C:19]3[N:20]([N:25]=[CH:26][N:27]=3)[C:21]=2[CH2:22][CH2:23][CH3:24])=[CH:11][CH:10]=1)#[N:2].C[Mg]Br.[Cl-].[NH4+]. The catalyst is O1CCCC1. The product is [OH:32][C:30]([CH3:31])([CH3:29])[CH2:33][O:32][C@H:30]1[CH2:31][C@H:28]([N:18]2[C:17](=[O:39])[C:16]([CH2:15][C:12]3[CH:13]=[CH:14][C:9]([C:4]4[C:3]([C:1]#[N:2])=[CH:8][CH:7]=[CH:6][CH:5]=4)=[CH:10][CH:11]=3)=[C:21]([CH2:22][CH2:23][CH3:24])[N:20]3[N:25]=[CH:26][N:27]=[C:19]23)[CH2:29]1. The yield is 0.720. (8) The reactants are [C:1]1([N:7]2[C:19]3[CH:18]=[CH:17][CH:16]=[CH:15][C:14]=3[C:13]3[C:8]2=[CH:9][CH:10]=[CH:11][CH:12]=3)[CH:6]=[CH:5][CH:4]=[CH:3][CH:2]=1.[Br:20]N1C(=O)CCC1=O. The catalyst is C(O)(=O)C. The product is [Br:20][C:16]1[CH:17]=[CH:18][C:19]2[N:7]([C:1]3[CH:2]=[CH:3][CH:4]=[CH:5][CH:6]=3)[C:8]3[C:13]([C:14]=2[CH:15]=1)=[CH:12][CH:11]=[CH:10][CH:9]=3. The yield is 0.880. (9) The reactants are [CH3:1][C:2]1([CH3:14])[C:6]([CH3:8])([CH3:7])[O:5][B:4]([C:9]2[CH:10]=[N:11][NH:12][CH:13]=2)[O:3]1.[C:15]([CH:17]=[C:18]1[CH2:21][N:20]([C:22]([O:24][C:25]([CH3:28])([CH3:27])[CH3:26])=[O:23])[CH2:19]1)#[N:16].N12CCCN=C1CCCCC2. The catalyst is C(#N)C. The product is [C:15]([CH2:17][C:18]1([N:12]2[CH:13]=[C:9]([B:4]3[O:5][C:6]([CH3:7])([CH3:8])[C:2]([CH3:14])([CH3:1])[O:3]3)[CH:10]=[N:11]2)[CH2:21][N:20]([C:22]([O:24][C:25]([CH3:28])([CH3:27])[CH3:26])=[O:23])[CH2:19]1)#[N:16]. The yield is 0.848.